This data is from Catalyst prediction with 721,799 reactions and 888 catalyst types from USPTO. The task is: Predict which catalyst facilitates the given reaction. (1) Reactant: [Cl:1][C:2]1[CH:7]=[CH:6][C:5]([C@H:8]2[CH2:13][CH2:12][N:11]([C:14]([O:16][C:17]([CH3:20])([CH3:19])[CH3:18])=[O:15])[CH2:10][C@H:9]2[C:21](OC)=[O:22])=[CH:4][CH:3]=1.CO.[BH4-].[Li+].[Cl-].[NH4+]. Product: [Cl:1][C:2]1[CH:3]=[CH:4][C:5]([C@H:8]2[CH2:13][CH2:12][N:11]([C:14]([O:16][C:17]([CH3:18])([CH3:19])[CH3:20])=[O:15])[CH2:10][C@H:9]2[CH2:21][OH:22])=[CH:6][CH:7]=1. The catalyst class is: 54. (2) Reactant: [CH2:1]([O:8][C:9]([N:11]1[CH2:16][CH2:15][N:14]([S:17]([C:20]2[CH:25]=[CH:24][C:23]([NH2:26])=[CH:22][C:21]=2[C:27]([F:30])([F:29])[F:28])(=[O:19])=[O:18])[CH2:13][CH2:12]1)=[O:10])[C:2]1[CH:7]=[CH:6][CH:5]=[CH:4][CH:3]=1.C(N(C(C)C)CC)(C)C.[C:40](Cl)(=[O:43])[CH:41]=[CH2:42]. Product: [CH2:1]([O:8][C:9]([N:11]1[CH2:16][CH2:15][N:14]([S:17]([C:20]2[CH:25]=[CH:24][C:23]([NH:26][C:40](=[O:43])[CH:41]=[CH2:42])=[CH:22][C:21]=2[C:27]([F:30])([F:28])[F:29])(=[O:19])=[O:18])[CH2:13][CH2:12]1)=[O:10])[C:2]1[CH:3]=[CH:4][CH:5]=[CH:6][CH:7]=1. The catalyst class is: 1. (3) Reactant: [CH3:1][O:2][C:3]1[CH:8]=[CH:7][CH:6]=[CH:5][C:4]=1[NH:9][C:10]1[N:32]=[C:13]2[CH:14]=[CH:15][C:16]([C:18]3[CH:23]=[CH:22][C:21]([NH:24]C(=O)OC(C)(C)C)=[CH:20][CH:19]=3)=[CH:17][N:12]2[N:11]=1.COC1C=CC=C(OC)C=1.C(O)(C(F)(F)F)=O.C(=O)([O-])[O-].[K+].[K+]. Product: [NH2:24][C:21]1[CH:22]=[CH:23][C:18]([C:16]2[CH:15]=[CH:14][C:13]3[N:12]([N:11]=[C:10]([NH:9][C:4]4[CH:5]=[CH:6][CH:7]=[CH:8][C:3]=4[O:2][CH3:1])[N:32]=3)[CH:17]=2)=[CH:19][CH:20]=1. The catalyst class is: 2.